Dataset: Drug-target binding data from BindingDB using IC50 measurements. Task: Regression. Given a target protein amino acid sequence and a drug SMILES string, predict the binding affinity score between them. We predict pIC50 (pIC50 = -log10(IC50 in M); higher means more potent). Dataset: bindingdb_ic50. (1) The compound is COc1ccc2c(c1)OC(c1ccc(Cl)cc1)CC2n1ccnc1. The pIC50 is 6.7. The target protein sequence is MVLEMLNPIHYNITSIVPEAMPAATMPVLLLTGLFLLVWNYEGTSSIP. (2) The compound is CC(C)C[C@H](NC(=O)[C@@H](NC(=O)[C@H](CCCNC(=N)N)NS(=O)(=O)Cc1ccccc1)C(C)C)[C@@H](O)CC(=O)NCCc1ccccc1. The target protein sequence is MVGASLGPPGRGSLSRLIRLVICVLTLCALSVQGRSESTEGHSKDLLYKYKLYGDIDEYAYYFLDIDIGTPEQRISLILDTGSSSLSFPCAGCKNCGVHMENPFNLNNSKTSSILYCENEECPFKLNCVKGKCEYMQSYCEGSQISGFYFSDVVSVVSYNNERVTFRKLMGCHMHEESLFLYQQATGVLGMSLSKPQGIPTFVNLLFDNAPQLKQVFTICISENGGELIAGGYDPAYIVRRGGSKSVSESVSGQGSGPVSESLSESGEDPQVALREAEKIVWENVTRKYYYYIKVRGLDMFGTNMMSSSKGLEMLVDSGSTFTHIPEDLYNKLNYFFDILCIQDMNNAYDVNKRLKMTNESFNNPLVQFDDFRKSLKSIIAKENMCVKIVDGVQCWKYLEGLPDLFVTLSNNYKMKWQPHSYLYKKESFWCKGIEKQVNNKPILGLTFFKSRQVIFDIQKNRIGFVDANCPSHPTHTRPRTYNEYKRKDNIFLKIPFFYL.... The pIC50 is 7.6. (3) The drug is NS(=O)(=O)OC[C@@H]1C[C@@H](N2CCc3c(N[C@H]4CCc5ccccc54)ncnc32)C[C@@H]1O. The target protein (A0AVT1) has sequence MEGSEPVAAHQGEEASCSSWGTGSTNKNLPIMSTASVEIDDALYSRQRYVLGDTAMQKMAKSHVFLSGMGGLGLEIAKNLVLAGIKAVTIHDTEKCQAWDLGTNFFLSEDDVVNKRNRAEAVLKHIAELNPYVHVTSSSVPFNETTDLSFLDKYQCVVLTEMKLPLQKKINDFCRSQCPPIKFISADVHGIWSRLFCDFGDEFEVLDTTGEEPKEIFISNITQANPGIVTCLENHPHKLETGQFLTFREINGMTGLNGSIQQITVISPFSFSIGDTTELEPYLHGGIAVQVKTPKTVFFESLERQLKHPKCLIVDFSNPEAPLEIHTAMLALDQFQEKYSRKPNVGCQQDSEELLKLATSISETLEEKPDVNADIVHWLSWTAQGFLSPLAAAVGGVASQEVLKAVTGKFSPLCQWLYLEAADIVESLGKPECEEFLPRGDRYDALRACIGDTLCQKLQNLNIFLVGCGAIGCEMLKNFALLGVGTSKEKGMITVTDPDL.... The pIC50 is 5.7. (4) The compound is CCC(=O)CCCCC[C@@H]1NC(=O)[C@H]2CCCCN2C(=O)[C@H]([C@@H](C)CC)NC(=O)[C@H](c2cn(OC)c3ccccc3c2=O)NC1=O. The target protein sequence is MAKRVSYFYDGDIGSYYYGPGHPMKPQRIRMAHNLILSYDLYKHMEIYKPHKSPQSELVYFHEEDYINFLSSINPDNSKDFGLQLKRFNLGETTDCPVFDGLFEFQQICAGGSIDGAYKLNNEQSDICINWSGGLHHAKRSEASGFCYINDIVLGILELLKYHARVMYIDIDVHHGDGVEEAFYLSHRVLTVSFHKFGEFFPGTGDITDIGVAQGKYYSVNVPLNDGIDDDSFLSLFKPIISKCIEVYRPGAIVLQCGADSVRGDRLGRFNLSIKGHAECVEFCKKFNIPLLILGGGGYTIRNVARTWAYETATILDRTDLISDNIPLNDYYDYFAPDFKLHIPPLNLPNMNSPEHLEKIKAKVIDNLRYLEHAPGVEFAYVPSDFFDREASNLQKQEDEEREEELSSWQGGGRAAGSTESQGNHNEKPKSSRKLQKEHASEFY. The pIC50 is 8.4.